This data is from Catalyst prediction with 721,799 reactions and 888 catalyst types from USPTO. The task is: Predict which catalyst facilitates the given reaction. (1) Reactant: [F:1][C:2]([F:36])([F:35])[C:3]1[CH:30]=[C:29]([C:31]([F:34])([F:33])[F:32])[CH:28]=[CH:27][C:4]=1[CH2:5][N:6]1[CH2:11][CH2:10][CH:9](/[CH:12]=[C:13]2/[C:14]([NH:19][CH2:20][CH2:21][N:22]([CH2:25][CH3:26])[CH2:23][CH3:24])=[N:15][C:16](=[O:18])[S:17]/2)[CH2:8][CH2:7]1.[ClH:37].C(OCC)(=O)C. Product: [ClH:37].[ClH:37].[F:36][C:2]([F:1])([F:35])[C:3]1[CH:30]=[C:29]([C:31]([F:33])([F:34])[F:32])[CH:28]=[CH:27][C:4]=1[CH2:5][N:6]1[CH2:11][CH2:10][CH:9](/[CH:12]=[C:13]2/[C:14]([NH:19][CH2:20][CH2:21][N:22]([CH2:25][CH3:26])[CH2:23][CH3:24])=[N:15][C:16](=[O:18])[S:17]/2)[CH2:8][CH2:7]1. The catalyst class is: 13. (2) Reactant: [CH:1]1([C:7](=[CH2:11])[C:8]([OH:10])=[O:9])[CH2:6][CH2:5][CH2:4][CH2:3][CH2:2]1.[CH2:12](O)[CH:13]=[CH2:14].C1(N=C=NC2CCCCC2)CCCCC1.C(Cl)Cl. Product: [CH2:14]([O:9][C:8](=[O:10])[C:7]([CH:1]1[CH2:6][CH2:5][CH2:4][CH2:3][CH2:2]1)=[CH2:11])[CH:13]=[CH2:12]. The catalyst class is: 11. (3) Reactant: [N+:1]([C:4]1[CH:5]=[C:6]2[C:10](=[CH:11][CH:12]=1)[NH:9][C:8]([C:13]([O:15][CH2:16][CH3:17])=[O:14])=[CH:7]2)([O-])=O.C(O)C. Product: [NH2:1][C:4]1[CH:5]=[C:6]2[C:10](=[CH:11][CH:12]=1)[NH:9][C:8]([C:13]([O:15][CH2:16][CH3:17])=[O:14])=[CH:7]2. The catalyst class is: 304. (4) Reactant: [CH3:1][N:2]([CH2:10][CH2:11][N:12]([CH3:35])[CH2:13][C:14]1[C:22]2[C:17](=[CH:18][CH:19]=[C:20]([N:23]3[CH2:28][CH2:27][CH2:26][CH2:25][CH2:24]3)[CH:21]=2)[N:16](C2CCCCO2)[N:15]=1)C(=O)OC(C)(C)C.Cl. Product: [CH3:35][N:12]([CH2:13][C:14]1[C:22]2[C:17](=[CH:18][CH:19]=[C:20]([N:23]3[CH2:24][CH2:25][CH2:26][CH2:27][CH2:28]3)[CH:21]=2)[NH:16][N:15]=1)[CH2:11][CH2:10][NH:2][CH3:1]. The catalyst class is: 12. (5) Reactant: Br[C:2]1[CH:7]=[CH:6][C:5]([N+:8]([O-:10])=[O:9])=[CH:4][C:3]=1[CH3:11].C([O-])(=O)C.[K+].[B:17]1([B:17]2[O:21][C:20]([CH3:23])([CH3:22])[C:19]([CH3:25])([CH3:24])[O:18]2)[O:21][C:20]([CH3:23])([CH3:22])[C:19]([CH3:25])([CH3:24])[O:18]1. Product: [CH3:24][C:19]1([CH3:25])[C:20]([CH3:23])([CH3:22])[O:21][B:17]([C:2]2[CH:7]=[CH:6][C:5]([N+:8]([O-:10])=[O:9])=[CH:4][C:3]=2[CH3:11])[O:18]1. The catalyst class is: 418. (6) Reactant: [OH-].[Na+].[NH2:3][C:4]([C:6]1[CH:7]=[N:8][C:9]2[C:14]([C:15]=1[NH:16][C:17]1[CH:18]=[C:19]([CH:24]=[CH:25][CH:26]=1)[C:20]([O:22]C)=[O:21])=[CH:13][C:12]([O:27][CH3:28])=[C:11]([C:29]1[CH:34]=[CH:33][N:32]=[CH:31][CH:30]=1)[CH:10]=2)=[O:5].Cl. Product: [NH2:3][C:4]([C:6]1[CH:7]=[N:8][C:9]2[C:14]([C:15]=1[NH:16][C:17]1[CH:18]=[C:19]([CH:24]=[CH:25][CH:26]=1)[C:20]([OH:22])=[O:21])=[CH:13][C:12]([O:27][CH3:28])=[C:11]([C:29]1[CH:30]=[CH:31][N:32]=[CH:33][CH:34]=1)[CH:10]=2)=[O:5]. The catalyst class is: 40. (7) Reactant: CS(O[CH2:6][C:7]1[CH:12]=[CH:11][C:10]([CH2:13][CH2:14][NH:15][C:16]([C:18]2[CH:23]=[CH:22][C:21]([C:24]3[CH:29]=[CH:28][C:27]([Cl:30])=[CH:26][CH:25]=3)=[CH:20][CH:19]=2)=[O:17])=[CH:9][CH:8]=1)(=O)=O.[CH:31]1([CH2:34][NH2:35])[CH2:33][CH2:32]1. Product: [CH:31]1([CH2:34][NH:35][CH2:6][C:7]2[CH:12]=[CH:11][C:10]([CH2:13][CH2:14][NH:15][C:16]([C:18]3[CH:23]=[CH:22][C:21]([C:24]4[CH:29]=[CH:28][C:27]([Cl:30])=[CH:26][CH:25]=4)=[CH:20][CH:19]=3)=[O:17])=[CH:9][CH:8]=2)[CH2:33][CH2:32]1. The catalyst class is: 66. (8) Product: [Cl:42][C:28]1[CH:27]=[C:26]([NH:25][C:23]2[C:24]3[N:16]([CH2:15][CH2:14][O:13][CH2:12][CH2:11][OH:10])[CH:17]=[CH:18][C:19]=3[N:20]=[CH:21][N:22]=2)[CH:41]=[CH:40][C:29]=1[O:30][C:31]1[CH:32]=[C:33]([CH:37]=[CH:38][CH:39]=1)[C:34]([NH2:45])=[O:36]. Reactant: Cl.C([O:10][CH2:11][CH2:12][O:13][CH2:14][CH2:15][N:16]1[C:24]2[C:23]([NH:25][C:26]3[CH:41]=[CH:40][C:29]([O:30][C:31]4[CH:32]=[C:33]([CH:37]=[CH:38][CH:39]=4)[C:34]([OH:36])=O)=[C:28]([Cl:42])[CH:27]=3)=[N:22][CH:21]=[N:20][C:19]=2[CH:18]=[CH:17]1)(=O)C1C=CC=CC=1.C([N:45](CC)CC)C.C(N1C=CN=C1)(N1C=CN=C1)=O.N.CO. The catalyst class is: 35. (9) Reactant: FC(F)(F)S(O[C:7]1[CH:12]=[CH:11][C:10]([C@@H:13]([C:20]#[C:21][CH3:22])[CH2:14][C:15]([O:17][CH2:18][CH3:19])=[O:16])=[CH:9][CH:8]=1)(=O)=O.C[CH:26]([O:28]C1C=CC=C(OC(C)C)C=1C1C(P(C2CCCCC2)C2CCCCC2)=CC=CC=1)C.C([O-])([O-])=O.[Na+].[Na+].C(OC[B-](F)(F)F)(=O)C.[K+]. Product: [OH:28][CH2:26][C:7]1[CH:12]=[CH:11][C:10]([C@@H:13]([C:20]#[C:21][CH3:22])[CH2:14][C:15]([O:17][CH2:18][CH3:19])=[O:16])=[CH:9][CH:8]=1. The catalyst class is: 488.